Dataset: Reaction yield outcomes from USPTO patents with 853,638 reactions. Task: Predict the reaction yield, written as a fraction of the theoretical maximum amount of product (1.0 means a 100% yield; for example, 0.34 means a 34% yield). (1) The reactants are [C:1]([O:5][C:6]([N:8]1[CH2:13][CH2:12][CH:11]([OH:14])[CH2:10][CH2:9]1)=[O:7])([CH3:4])([CH3:3])[CH3:2].[Cl:15][C:16]1[CH:21]=[CH:20][C:19](O)=[CH:18][N:17]=1.C1(P(C2C=CC=CC=2)C2C=CC=CC=2)C=CC=CC=1.CC(OC(/N=N/C(OC(C)C)=O)=O)C. The catalyst is C1COCC1. The product is [Cl:15][C:16]1[N:17]=[CH:18][C:19]([O:14][CH:11]2[CH2:12][CH2:13][N:8]([C:6]([O:5][C:1]([CH3:4])([CH3:2])[CH3:3])=[O:7])[CH2:9][CH2:10]2)=[CH:20][CH:21]=1. The yield is 0.450. (2) The reactants are [CH3:1][O:2][C:3]1[CH:4]=[C:5]([N:12]2[CH2:17][CH2:16][CH:15]([CH2:18][CH2:19][S:20]([CH3:23])(=[O:22])=[O:21])[CH2:14][CH2:13]2)[CH:6]=[CH:7][C:8]=1[N+:9]([O-])=O.Cl[Sn]Cl. The catalyst is C1COCC1.Cl. The product is [CH3:1][O:2][C:3]1[CH:4]=[C:5]([N:12]2[CH2:13][CH2:14][CH:15]([CH2:18][CH2:19][S:20]([CH3:23])(=[O:22])=[O:21])[CH2:16][CH2:17]2)[CH:6]=[CH:7][C:8]=1[NH2:9]. The yield is 0.960. (3) The reactants are [CH:1]1([C@H:4]2[C@H:13]([CH3:14])[C@@H:12]([NH:15][C:16]3[CH:21]=[CH:20][CH:19]=[CH:18][CH:17]=3)[C:11]3[C:6](=[CH:7][CH:8]=[C:9]([O:22]C)[N:10]=3)[N:5]2[C:24](=[O:26])[CH3:25])[CH2:3][CH2:2]1.[I-].[Na+]. The catalyst is C(#N)C. The product is [C:24]([N:5]1[CH:4]([CH:1]2[CH2:3][CH2:2]2)[CH:13]([CH3:14])[CH:12]([NH:15][C:16]2[CH:21]=[CH:20][CH:19]=[CH:18][CH:17]=2)[C:11]2[NH:10][C:9](=[O:22])[CH:8]=[CH:7][C:6]1=2)(=[O:26])[CH3:25]. The yield is 0.710. (4) The reactants are Cl.[C:2]1([NH:8][CH:9]([C:13]2[S:14][CH:15]=[CH:16][CH:17]=2)[C:10]([OH:12])=[O:11])[CH:7]=[CH:6][CH:5]=[CH:4][CH:3]=1.C1CCC(N=C=NC2CCCCC2)CC1.C1C=CC2N(O)N=NC=2C=1.[N:43]12[CH2:50][CH2:49][CH:46]([CH2:47][CH2:48]1)[C@@H:45](O)[CH2:44]2. The catalyst is C1COCC1. The product is [C:2]1([NH:8][CH:9]([C:13]2[S:14][CH:15]=[CH:16][CH:17]=2)[C:10]([O:12][C@@H:45]2[CH:46]3[CH2:49][CH2:50][N:43]([CH2:48][CH2:47]3)[CH2:44]2)=[O:11])[CH:3]=[CH:4][CH:5]=[CH:6][CH:7]=1. The yield is 0.0700. (5) The reactants are C(C1C=C(NC2N=C(NC3C=CC=C(C(O)=O)C=3)C(F)=CN=2)C=CC=1)(O)=O.[OH:28][C:29]1[CH:30]=[C:31]([NH:39][C:40]2[N:45]=[C:44]([NH:46][C:47]3[CH:52]=[CH:51][C:50]([C:53]([O:55]C)=[O:54])=[C:49]([OH:57])[CH:48]=3)[C:43]([F:58])=[CH:42][N:41]=2)[CH:32]=[CH:33][C:34]=1[C:35]([O:37]C)=[O:36].[OH-].[Na+]. No catalyst specified. The product is [OH:28][C:29]1[CH:30]=[C:31]([NH:39][C:40]2[N:45]=[C:44]([NH:46][C:47]3[CH:52]=[CH:51][C:50]([C:53]([OH:55])=[O:54])=[C:49]([OH:57])[CH:48]=3)[C:43]([F:58])=[CH:42][N:41]=2)[CH:32]=[CH:33][C:34]=1[C:35]([OH:37])=[O:36]. The yield is 0.770.